Predict the product of the given reaction. From a dataset of Forward reaction prediction with 1.9M reactions from USPTO patents (1976-2016). (1) The product is: [N:14]1[N:13]([CH2:12][CH2:11][O:10][CH2:9][C:8]2[CH:18]=[CH:19][C:5]([OH:4])=[CH:6][CH:7]=2)[N:17]=[CH:16][CH:15]=1. Given the reactants C([O:4][C:5]1[CH:19]=[CH:18][C:8]([CH2:9][O:10][CH2:11][CH2:12][N:13]2[N:17]=[CH:16][CH:15]=[N:14]2)=[CH:7][CH:6]=1)C=C.CN1C(=O)CC(=O)N(C)C1=O, predict the reaction product. (2) Given the reactants Cl.[CH2:2]([NH:4][CH2:5][CH2:6][C:7]1[CH:11]=[CH:10][N:9]([C:12]2[CH:17]=[CH:16][C:15]([F:18])=[CH:14][N:13]=2)[N:8]=1)[CH3:3].[CH3:19][C:20]1[CH:21]=[CH:22][C:23]([N:29]2[N:33]=[CH:32][CH:31]=[N:30]2)=[C:24]([CH:28]=1)[C:25](O)=[O:26], predict the reaction product. The product is: [CH2:2]([N:4]([CH2:5][CH2:6][C:7]1[CH:11]=[CH:10][N:9]([C:12]2[CH:17]=[CH:16][C:15]([F:18])=[CH:14][N:13]=2)[N:8]=1)[C:25](=[O:26])[C:24]1[CH:28]=[C:20]([CH3:19])[CH:21]=[CH:22][C:23]=1[N:29]1[N:33]=[CH:32][CH:31]=[N:30]1)[CH3:3]. (3) The product is: [N:1]([CH2:4][CH2:5][C@H:6]([NH:10][C:11](=[O:35])[CH2:12][CH2:13][CH2:14][CH2:15][CH2:16][CH2:17][CH2:18][CH2:19][CH2:20][CH2:21][CH2:22][CH2:23][CH2:24][CH2:25][CH2:26][CH2:27][C:28]([OH:30])=[O:29])[C:7]([OH:9])=[O:8])=[N+:2]=[N-:3]. Given the reactants [N:1]([CH2:4][CH2:5][C@H:6]([NH:10][C:11](=[O:35])[CH2:12][CH2:13][CH2:14][CH2:15][CH2:16][CH2:17][CH2:18][CH2:19][CH2:20][CH2:21][CH2:22][CH2:23][CH2:24][CH2:25][CH2:26][CH2:27][C:28]([O:30]C(C)(C)C)=[O:29])[C:7]([OH:9])=[O:8])=[N+:2]=[N-:3].C(O)(C(F)(F)F)=O, predict the reaction product. (4) Given the reactants [Si:1]([O:8][CH:9]([C:12]1[CH:13]=[CH:14][C:15]2[NH:21][C:20](=[O:22])[CH2:19][CH2:18][CH2:17][C:16]=2[CH:23]=1)[CH2:10]Cl)([C:4]([CH3:7])([CH3:6])[CH3:5])([CH3:3])[CH3:2].[OH:24][C:25]1([C:31]2[S:32][CH:33]=[CH:34][CH:35]=2)[CH2:30][CH2:29][NH:28][CH2:27][CH2:26]1.[I-].[Na+].C(N(CC)CC)C, predict the reaction product. The product is: [Si:1]([O:8][CH:9]([C:12]1[CH:13]=[CH:14][C:15]2[NH:21][C:20](=[O:22])[CH2:19][CH2:18][CH2:17][C:16]=2[CH:23]=1)[CH2:10][N:28]1[CH2:29][CH2:30][C:25]([OH:24])([C:31]2[S:32][CH:33]=[CH:34][CH:35]=2)[CH2:26][CH2:27]1)([C:4]([CH3:7])([CH3:6])[CH3:5])([CH3:3])[CH3:2]. (5) Given the reactants [OH:1][C:2]1[N:7]=[C:6]([CH:8]=[O:9])[CH:5]=[CH:4][CH:3]=1.Cl[C:11]([F:16])([F:15])C([O-])=O.[Na+], predict the reaction product. The product is: [F:15][CH:11]([F:16])[O:1][C:2]1[N:7]=[C:6]([CH:8]=[O:9])[CH:5]=[CH:4][CH:3]=1. (6) Given the reactants Cl.CO.[C:4]1([C:10]2[N:21]=[C:13]3[CH:14]=[C:15]([C:18]([OH:20])=[O:19])[CH:16]=[CH:17][N:12]3[N:11]=2)[CH:9]=[CH:8][CH:7]=[CH:6][CH:5]=1.[H][H], predict the reaction product. The product is: [C:4]1([C:10]2[N:21]=[C:13]3[CH2:14][CH:15]([C:18]([OH:20])=[O:19])[CH2:16][CH2:17][N:12]3[N:11]=2)[CH:5]=[CH:6][CH:7]=[CH:8][CH:9]=1. (7) Given the reactants [NH2:1][C:2]1[C:3]([O:29][CH3:30])=[N:4][C:5]([C:22]2[CH:27]=[CH:26][CH:25]=[CH:24][C:23]=2[Cl:28])=[CH:6][C:7]=1[NH:8][C:9]([C:11]1[N:15]([CH3:16])[N:14]=[C:13]([C:17]([CH3:20])([CH3:19])[CH3:18])[C:12]=1[Cl:21])=O, predict the reaction product. The product is: [C:17]([C:13]1[C:12]([Cl:21])=[C:11]([C:9]2[NH:1][C:2]3[C:3]([O:29][CH3:30])=[N:4][C:5]([C:22]4[CH:27]=[CH:26][CH:25]=[CH:24][C:23]=4[Cl:28])=[CH:6][C:7]=3[N:8]=2)[N:15]([CH3:16])[N:14]=1)([CH3:20])([CH3:19])[CH3:18]. (8) Given the reactants [CH:1]1[C:9]2[C:8]3[CH:10]=[CH:11][CH:12]=[CH:13][C:7]=3[S:6][C:5]=2[C:4]([C:14]2[CH:15]=[C:16](B3OC(C)(C)C(C)(C)O3)[CH:17]=[CH:18][CH:19]=2)=[CH:3][CH:2]=1.Br[C:30]1[CH:31]=[C:32]([Si:36]([C:49]2[CH:54]=[CH:53][CH:52]=[C:51]([Br:55])[CH:50]=2)([C:43]2[CH:48]=[CH:47][CH:46]=[CH:45][CH:44]=2)[C:37]2[CH:42]=[CH:41][CH:40]=[CH:39][CH:38]=2)[CH:33]=[CH:34][CH:35]=1.COC1C=CC=C(OC)C=1C1C=CC=CC=1P(C1CCCCC1)C1CCCCC1.[O-]P([O-])([O-])=O.[K+].[K+].[K+], predict the reaction product. The product is: [Br:55][C:51]1[CH:50]=[C:49]([Si:36]([C:32]2[CH:31]=[C:30]([C:16]3[CH:17]=[CH:18][CH:19]=[C:14]([C:4]4[C:5]5[S:6][C:7]6[CH:13]=[CH:12][CH:11]=[CH:10][C:8]=6[C:9]=5[CH:1]=[CH:2][CH:3]=4)[CH:15]=3)[CH:35]=[CH:34][CH:33]=2)([C:43]2[CH:44]=[CH:45][CH:46]=[CH:47][CH:48]=2)[C:37]2[CH:38]=[CH:39][CH:40]=[CH:41][CH:42]=2)[CH:54]=[CH:53][CH:52]=1.